Dataset: Full USPTO retrosynthesis dataset with 1.9M reactions from patents (1976-2016). Task: Predict the reactants needed to synthesize the given product. (1) Given the product [NH2:14][C:15]1[CH:20]=[C:19]([Cl:21])[C:18]([O:22][CH3:23])=[CH:17][C:16]=1[O:24][CH2:25][C:26]([N:28]1[CH2:29][CH2:30][CH:31]([O:34][C:35]2[CH:36]=[CH:37][C:38]([F:41])=[CH:39][CH:40]=2)[CH2:32][CH2:33]1)=[O:27], predict the reactants needed to synthesize it. The reactants are: FC(F)(F)C(O)=O.C(OC(=O)[NH:14][C:15]1[CH:20]=[C:19]([Cl:21])[C:18]([O:22][CH3:23])=[CH:17][C:16]=1[O:24][CH2:25][C:26]([N:28]1[CH2:33][CH2:32][CH:31]([O:34][C:35]2[CH:40]=[CH:39][C:38]([F:41])=[CH:37][CH:36]=2)[CH2:30][CH2:29]1)=[O:27])(C)(C)C. (2) Given the product [C:25]([N:28]1[CH2:29][CH2:30][CH:31]([C:34]([N:11]2[CH2:12][CH2:13][C@@H:14]([N:15]([CH3:24])[C:16](=[O:23])[C:17]3[CH:22]=[CH:21][CH:20]=[CH:19][CH:18]=3)[C@H:9]([C:4]3[CH:5]=[CH:6][C:7]([Cl:8])=[C:2]([Cl:1])[CH:3]=3)[CH2:10]2)=[O:35])[CH2:32][CH2:33]1)(=[O:27])[CH3:26], predict the reactants needed to synthesize it. The reactants are: [Cl:1][C:2]1[CH:3]=[C:4]([C@H:9]2[C@H:14]([N:15]([CH3:24])[C:16](=[O:23])[C:17]3[CH:22]=[CH:21][CH:20]=[CH:19][CH:18]=3)[CH2:13][CH2:12][NH:11][CH2:10]2)[CH:5]=[CH:6][C:7]=1[Cl:8].[C:25]([N:28]1[CH2:33][CH2:32][CH:31]([C:34](O)=[O:35])[CH2:30][CH2:29]1)(=[O:27])[CH3:26]. (3) Given the product [F:1][C:2]1([F:33])[O:6][C:5]2[CH:7]=[CH:8][C:9]([C:11]3([C:14]([NH:16][C:17]4[CH:22]=[CH:21][C:20]([CH3:23])=[C:19]([C:35]5[CH:46]=[CH:45][C:38]6[C:39](=[O:44])[NH:40][S:41](=[O:42])(=[O:43])[C:37]=6[CH:36]=5)[CH:18]=4)=[O:15])[CH2:12][CH2:13]3)=[CH:10][C:4]=2[O:3]1, predict the reactants needed to synthesize it. The reactants are: [F:1][C:2]1([F:33])[O:6][C:5]2[CH:7]=[CH:8][C:9]([C:11]3([C:14]([NH:16][C:17]4[CH:22]=[CH:21][C:20]([CH3:23])=[C:19](B5OC(C)(C)C(C)(C)O5)[CH:18]=4)=[O:15])[CH2:13][CH2:12]3)=[CH:10][C:4]=2[O:3]1.Br[C:35]1[CH:46]=[CH:45][C:38]2[C:39](=[O:44])[NH:40][S:41](=[O:43])(=[O:42])[C:37]=2[CH:36]=1.C([O-])([O-])=O.[Na+].[Na+]. (4) Given the product [O:16]=[C:7]1[C:6]2[C:1]([NH:12][C:13](=[O:15])[CH3:14])=[CH:2][CH:3]=[CH:4][C:5]=2[CH2:11][CH2:10][CH2:9][CH2:8]1, predict the reactants needed to synthesize it. The reactants are: [C:1]1([NH:12][C:13](=[O:15])[CH3:14])[C:6]2[CH2:7][CH2:8][CH2:9][CH2:10][CH2:11][C:5]=2[CH:4]=[CH:3][CH:2]=1.[O-:16]S([O-])(=O)=O.[Mg+2].[O-][Mn](=O)(=O)=O.[K+]. (5) Given the product [C:20]([C:24]1[CH:25]=[CH:26][C:27]([NH:28][C:2]2[N:7]=[C:6]([NH:8][C:9]3[CH:14]=[CH:13][C:12]4[O:15][CH2:16][CH2:17][O:18][C:11]=4[CH:10]=3)[C:5]([F:19])=[CH:4][N:3]=2)=[CH:29][CH:30]=1)([CH3:23])([CH3:21])[CH3:22], predict the reactants needed to synthesize it. The reactants are: Cl[C:2]1[N:7]=[C:6]([NH:8][C:9]2[CH:14]=[CH:13][C:12]3[O:15][CH2:16][CH2:17][O:18][C:11]=3[CH:10]=2)[C:5]([F:19])=[CH:4][N:3]=1.[C:20]([C:24]1[CH:30]=[CH:29][C:27]([NH2:28])=[CH:26][CH:25]=1)([CH3:23])([CH3:22])[CH3:21]. (6) Given the product [Br:11][C:12]1[CH:13]=[CH:14][C:15]([C:18]2[N:9]([C:4]3[CH:5]=[CH:6][CH:7]=[CH:8][C:3]=3[Cl:2])[N:10]=[C:20]([C:21]([O:23][CH3:24])=[O:22])[CH:19]=2)=[N:16][CH:17]=1, predict the reactants needed to synthesize it. The reactants are: Cl.[Cl:2][C:3]1[CH:8]=[CH:7][CH:6]=[CH:5][C:4]=1[NH:9][NH2:10].[Br:11][C:12]1[CH:13]=[CH:14][C:15]([C:18](=O)[CH2:19][C:20](=O)[C:21]([O:23][CH3:24])=[O:22])=[N:16][CH:17]=1.C([O-])(O)=O.[Na+].